This data is from Forward reaction prediction with 1.9M reactions from USPTO patents (1976-2016). The task is: Predict the product of the given reaction. (1) The product is: [CH:1]([O:4][C:5]([N:7]1[CH2:12][CH2:11][CH:10]([CH:13]2[CH2:17][C:16]3[CH:18]=[C:19]([C:27]4[C:28]([CH3:30])=[N:29][C:24]([Cl:23])=[CH:25][CH:26]=4)[CH:20]=[CH:21][C:15]=3[O:14]2)[CH2:9][CH2:8]1)=[O:6])([CH3:3])[CH3:2]. Given the reactants [CH:1]([O:4][C:5]([N:7]1[CH2:12][CH2:11][CH:10]([CH:13]2[CH2:17][C:16]3[CH:18]=[C:19](Br)[CH:20]=[CH:21][C:15]=3[O:14]2)[CH2:9][CH2:8]1)=[O:6])([CH3:3])[CH3:2].[Cl:23][C:24]1[N:29]=[C:28]([CH3:30])[C:27](B(O)O)=[CH:26][CH:25]=1, predict the reaction product. (2) Given the reactants [S:1]1[CH:5]=[CH:4][N:3]=[C:2]1[NH:6][S:7]([C:10]1[CH:11]=[C:12]2[C:16](=[CH:17][CH:18]=1)[NH:15][CH2:14][CH2:13]2)(=[O:9])=[O:8].C(N(CC)CC)C.[Cl:26][CH2:27][C:28](Cl)=[O:29].CC#N, predict the reaction product. The product is: [S:1]1[CH:5]=[CH:4][N:3]=[C:2]1[NH:6][S:7]([C:10]1[CH:11]=[C:12]2[C:16](=[CH:17][CH:18]=1)[N:15]([C:28](=[O:29])[CH2:27][Cl:26])[CH2:14][CH2:13]2)(=[O:9])=[O:8]. (3) Given the reactants C([N:8]1[CH2:13][C@H:12]([CH3:14])[CH2:11][C@H:10]([NH:15][C:16](=[O:22])[O:17][C:18]([CH3:21])([CH3:20])[CH3:19])[CH2:9]1)C1C=CC=CC=1.CC(O)=O, predict the reaction product. The product is: [CH3:14][C@H:12]1[CH2:13][NH:8][CH2:9][C@@H:10]([NH:15][C:16](=[O:22])[O:17][C:18]([CH3:21])([CH3:20])[CH3:19])[CH2:11]1. (4) The product is: [CH3:1][O:2][C:3](=[O:13])[CH2:4][CH2:5][C:6]([N:8]1[CH2:9][CH:10]2[CH:11]([O:22]2)[CH2:12]1)=[O:7]. Given the reactants [CH3:1][O:2][C:3](=[O:13])[CH2:4][CH2:5][C:6]([N:8]1[CH2:12][CH:11]=[CH:10][CH2:9]1)=[O:7].C1C=C(Cl)C=C(C(OO)=[O:22])C=1, predict the reaction product. (5) Given the reactants C(Cl)(=O)C(Cl)=O.CS(C)=O.[F:11][C:12]1[CH:52]=[CH:51][CH:50]=[C:49]([F:53])[C:13]=1[CH2:14][N:15]1[C:20]2[S:21][C:22]([C:31]3[CH:36]=[CH:35][C:34]([NH:37][C:38]([NH:40][O:41][CH3:42])=[O:39])=[CH:33][CH:32]=3)=[C:23]([CH2:24][N:25]([CH2:27][CH2:28][O:29][CH3:30])[CH3:26])[C:19]=2[C:18](=[O:43])[N:17]([CH2:44][CH:45]([OH:47])[CH3:46])[C:16]1=[O:48].C(N(CC)CC)C.[Cl-].[NH4+], predict the reaction product. The product is: [F:53][C:49]1[CH:50]=[CH:51][CH:52]=[C:12]([F:11])[C:13]=1[CH2:14][N:15]1[C:20]2[S:21][C:22]([C:31]3[CH:32]=[CH:33][C:34]([NH:37][C:38]([NH:40][O:41][CH3:42])=[O:39])=[CH:35][CH:36]=3)=[C:23]([CH2:24][N:25]([CH2:27][CH2:28][O:29][CH3:30])[CH3:26])[C:19]=2[C:18](=[O:43])[N:17]([CH2:44][C:45](=[O:47])[CH3:46])[C:16]1=[O:48]. (6) Given the reactants [N+:1]([C:4]1[CH:9]=[CH:8][CH:7]=[C:6]([C:10]([F:13])([F:12])[F:11])[C:5]=1[NH2:14])([O-:3])=[O:2].[Br:15]Br, predict the reaction product. The product is: [Br:15][C:8]1[CH:7]=[C:6]([C:10]([F:11])([F:12])[F:13])[C:5]([NH2:14])=[C:4]([N+:1]([O-:3])=[O:2])[CH:9]=1.